This data is from Full USPTO retrosynthesis dataset with 1.9M reactions from patents (1976-2016). The task is: Predict the reactants needed to synthesize the given product. (1) Given the product [Cl:1][C:2]1[CH:7]=[CH:6][C:5]([NH2:8])=[C:4]([C:15]2[CH2:20][CH2:19][N:18]([CH2:21]/[CH:22]=[CH:23]/[C:24]3[CH:25]=[CH:26][C:27]([Cl:30])=[CH:28][CH:29]=3)[CH2:17][CH:16]=2)[CH:3]=1, predict the reactants needed to synthesize it. The reactants are: [Cl:1][C:2]1[CH:7]=[CH:6][C:5]([NH:8]C(=O)C(C)(C)C)=[C:4]([C:15]2(O)[CH2:20][CH2:19][N:18]([CH2:21]/[CH:22]=[CH:23]/[C:24]3[CH:29]=[CH:28][C:27]([Cl:30])=[CH:26][CH:25]=3)[CH2:17][CH2:16]2)[CH:3]=1.O. (2) Given the product [C:1]([O:5][C:6](=[O:28])[CH2:7][N:8]1[C:16]2[C:11](=[N:12][CH:13]=[CH:14][CH:15]=2)[CH:10]=[C:9]1[CH2:17][CH2:18][CH2:19][OH:20])([CH3:4])([CH3:2])[CH3:3], predict the reactants needed to synthesize it. The reactants are: [C:1]([O:5][C:6](=[O:28])[CH2:7][N:8]1[C:16]2[C:11](=[N:12][CH:13]=[CH:14][CH:15]=2)[CH:10]=[C:9]1[CH2:17][CH2:18][CH2:19][O:20][Si](C(C)(C)C)(C)C)([CH3:4])([CH3:3])[CH3:2].[F-].C([N+](CCCC)(CCCC)CCCC)CCC.C([O-])([O-])=O.[Na+].[Na+].[Na+].[Cl-]. (3) Given the product [NH:7]1[CH:11]=[CH:10][N:9]=[C:8]1[C:12]1[CH:13]=[CH:14][C:15]([CH3:36])=[C:16]([NH:18][C:19](=[O:35])[C:20]2[CH:21]=[CH:22][C:23]([O:26][CH2:27][C:28]3[CH:33]=[C:32]([O:3][CH2:2][CH2:1][OH:4])[CH:31]=[CH:30][N:29]=3)=[CH:24][CH:25]=2)[CH:17]=1, predict the reactants needed to synthesize it. The reactants are: [CH2:1]([OH:4])[CH2:2][OH:3].[H-].[Na+].[NH:7]1[CH:11]=[CH:10][N:9]=[C:8]1[C:12]1[CH:13]=[CH:14][C:15]([CH3:36])=[C:16]([NH:18][C:19](=[O:35])[C:20]2[CH:25]=[CH:24][C:23]([O:26][CH2:27][C:28]3[CH:33]=[C:32](Cl)[CH:31]=[CH:30][N:29]=3)=[CH:22][CH:21]=2)[CH:17]=1. (4) Given the product [SH:24][C:2]1[CH:21]=[CH:20][C:5]([C:6]([NH:8][CH2:9][C:10]2[CH:15]=[CH:14][C:13]([C:16]([F:19])([F:18])[F:17])=[CH:12][CH:11]=2)=[O:7])=[CH:4][N:3]=1, predict the reactants needed to synthesize it. The reactants are: Cl[C:2]1[CH:21]=[CH:20][C:5]([C:6]([NH:8][CH2:9][C:10]2[CH:15]=[CH:14][C:13]([C:16]([F:19])([F:18])[F:17])=[CH:12][CH:11]=2)=[O:7])=[CH:4][N:3]=1.NC(N)=[S:24].CCO.Cl.O.C(=O)([O-])[O-].[Na+].[Na+].[OH-].[Na+]. (5) Given the product [CH2:1]([C:3]1[N:16]([C@@H:17]2[C:25]3[C:20](=[CH:21][C:22]([C:26]4[CH:31]=[CH:30][CH:29]=[CH:28][C:27]=4[C:32]4[N:36]([C:37]([C:44]5[CH:45]=[CH:46][CH:47]=[CH:48][CH:49]=5)([C:50]5[CH:55]=[CH:54][CH:53]=[CH:52][CH:51]=5)[C:38]5[CH:39]=[CH:40][CH:41]=[CH:42][CH:43]=5)[N:35]=[N:34][N:33]=4)=[CH:23][CH:24]=3)[CH2:19][CH2:18]2)[C:6]2=[N:7][C:8]([CH2:12][C:13]([CH3:56])([OH:15])[CH3:14])=[CH:9][C:10]([CH3:11])=[C:5]2[N:4]=1)[CH3:2], predict the reactants needed to synthesize it. The reactants are: [CH2:1]([C:3]1[N:16]([C@@H:17]2[C:25]3[C:20](=[CH:21][C:22]([C:26]4[CH:31]=[CH:30][CH:29]=[CH:28][C:27]=4[C:32]4[N:36]([C:37]([C:50]5[CH:55]=[CH:54][CH:53]=[CH:52][CH:51]=5)([C:44]5[CH:49]=[CH:48][CH:47]=[CH:46][CH:45]=5)[C:38]5[CH:43]=[CH:42][CH:41]=[CH:40][CH:39]=5)[N:35]=[N:34][N:33]=4)=[CH:23][CH:24]=3)[CH2:19][CH2:18]2)[C:6]2=[N:7][C:8]([CH2:12][C:13](=[O:15])[CH3:14])=[CH:9][C:10]([CH3:11])=[C:5]2[N:4]=1)[CH3:2].[CH3:56][Mg]Br. (6) Given the product [CH2:1]([O:3][C:4](=[O:27])[CH2:5][C:6]1[CH:11]=[CH:10][C:9]([O:12][CH3:13])=[C:8]([O:14][C:15]2[CH:20]=[CH:19][C:18]([NH:21][C:33](=[O:34])[C:32]3[CH:36]=[CH:37][C:29]([Cl:28])=[CH:30][CH:31]=3)=[CH:17][C:16]=2[CH2:22][S:23][CH:24]([CH3:26])[CH3:25])[CH:7]=1)[CH3:2], predict the reactants needed to synthesize it. The reactants are: [CH2:1]([O:3][C:4](=[O:27])[CH2:5][C:6]1[CH:11]=[CH:10][C:9]([O:12][CH3:13])=[C:8]([O:14][C:15]2[CH:20]=[CH:19][C:18]([NH2:21])=[CH:17][C:16]=2[CH2:22][S:23][CH:24]([CH3:26])[CH3:25])[CH:7]=1)[CH3:2].[Cl:28][C:29]1[CH:37]=[CH:36][C:32]([C:33](Cl)=[O:34])=[CH:31][CH:30]=1.